This data is from Reaction yield outcomes from USPTO patents with 853,638 reactions. The task is: Predict the reaction yield, written as a fraction of the theoretical maximum amount of product (1.0 means a 100% yield; for example, 0.34 means a 34% yield). (1) The reactants are C(N(CC)CC)C.[F:8][C:9]1[CH:17]=[C:16]([F:18])[CH:15]=[C:14]([F:19])[C:10]=1[C:11](Cl)=[O:12].Cl.Cl.[NH2:22][CH2:23][C:24]1[C:25]([C:36]2[CH:41]=[CH:40][N:39]=[CH:38][CH:37]=2)=[C:26]([C:29]2[CH:34]=[CH:33][C:32]([F:35])=[CH:31][CH:30]=2)[NH:27][CH:28]=1.O. The catalyst is O1CCCC1. The product is [F:35][C:32]1[CH:31]=[CH:30][C:29]([C:26]2[NH:27][CH:28]=[C:24]([CH2:23][NH:22][C:11](=[O:12])[C:10]3[C:9]([F:8])=[CH:17][C:16]([F:18])=[CH:15][C:14]=3[F:19])[C:25]=2[C:36]2[CH:41]=[CH:40][N:39]=[CH:38][CH:37]=2)=[CH:34][CH:33]=1. The yield is 0.380. (2) The reactants are [CH3:1][C:2]1([NH:5][C:6]2[N:11]=[C:10](S(C)(=O)=O)[C:9]([C:16]#[N:17])=[CH:8][N:7]=2)[CH2:4][CH2:3]1.CCN(C(C)C)C(C)C.Cl.[NH2:28][C@H:29]1[CH2:34][C@@H:33]([OH:35])[C@H:32]([CH3:36])[CH2:31][CH2:30]1. No catalyst specified. The product is [OH:35][C@H:33]1[C@H:32]([CH3:36])[CH2:31][CH2:30][CH:29]([NH:28][C:10]2[C:9]([C:16]#[N:17])=[CH:8][N:7]=[C:6]([NH:5][C:2]3([CH3:1])[CH2:4][CH2:3]3)[N:11]=2)[CH2:34]1. The yield is 0.300. (3) The reactants are [CH3:1][C:2]1[O:6][N:5]=[C:4]([C:7]2[CH:12]=[CH:11][CH:10]=[CH:9][CH:8]=2)[C:3]=1[CH2:13][OH:14].[CH2:15]([O:17][C:18](=[O:28])[C:19]1[CH:24]=[C:23]([Br:25])[C:22](O)=[N:21][C:20]=1[CH3:27])[CH3:16]. No catalyst specified. The product is [CH2:15]([O:17][C:18](=[O:28])[C:19]1[CH:24]=[C:23]([Br:25])[C:22]([O:14][CH2:13][C:3]2[C:4]([C:7]3[CH:12]=[CH:11][CH:10]=[CH:9][CH:8]=3)=[N:5][O:6][C:2]=2[CH3:1])=[N:21][C:20]=1[CH3:27])[CH3:16]. The yield is 0.760. (4) The reactants are [NH2:1][C:2]1[CH:3]=[CH:4][CH:5]=[C:6]2[C:11]=1[N:10]=[CH:9][CH:8]=[CH:7]2.[Cl:12][C:13]1[CH:18]=[CH:17][C:16]([S:19](Cl)(=[O:21])=[O:20])=[C:15]([N+:23]([O-:25])=[O:24])[CH:14]=1.N1C=CC=CC=1. The catalyst is CN(C1C=CN=CC=1)C.C(Cl)Cl. The product is [Cl:12][C:13]1[CH:18]=[CH:17][C:16]([S:19]([NH:1][C:2]2[CH:3]=[CH:4][CH:5]=[C:6]3[C:11]=2[N:10]=[CH:9][CH:8]=[CH:7]3)(=[O:21])=[O:20])=[C:15]([N+:23]([O-:25])=[O:24])[CH:14]=1. The yield is 0.160. (5) The reactants are [CH3:1][O:2][C:3]([C:5]1[CH:6]=[C:7]([C:14]2[CH:19]=[CH:18][C:17]([CH3:20])=[CH:16][CH:15]=2)[CH:8]=[C:9]([N+:11]([O-])=O)[CH:10]=1)=[O:4].Cl[Sn]Cl. The catalyst is CO. The product is [CH3:1][O:2][C:3]([C:5]1[CH:6]=[C:7]([C:14]2[CH:19]=[CH:18][C:17]([CH3:20])=[CH:16][CH:15]=2)[CH:8]=[C:9]([NH2:11])[CH:10]=1)=[O:4]. The yield is 0.950. (6) The reactants are [N+:1]([C:4]1[CH:9]=[CH:8][CH:7]=[CH:6][C:5]=1[C:10]1[N:11]=[C:12]2[N:16]([CH:17]=1)[C:15]([CH2:18][N:19]1[CH:23]=[N:22][CH:21]=[N:20]1)=[CH:14][S:13]2)([O-])=O. The catalyst is C(O)C.[Pd]. The product is [N:19]1([CH2:18][C:15]2[N:16]3[CH:17]=[C:10]([C:5]4[CH:6]=[CH:7][CH:8]=[CH:9][C:4]=4[NH2:1])[N:11]=[C:12]3[S:13][CH:14]=2)[CH:23]=[N:22][CH:21]=[N:20]1. The yield is 0.940. (7) The reactants are [C:1]([O:5][C:6]([NH:8][C@@H:9]([CH2:13][C:14]1[CH:19]=[CH:18][CH:17]=[C:16]([N+:20]([O-:22])=[O:21])[CH:15]=1)[C:10](O)=[O:11])=[O:7])([CH3:4])([CH3:3])[CH3:2].CSC. The catalyst is C1COCC1. The product is [C:1]([O:5][C:6](=[O:7])[NH:8][C@@H:9]([CH2:13][C:14]1[CH:19]=[CH:18][CH:17]=[C:16]([N+:20]([O-:22])=[O:21])[CH:15]=1)[CH2:10][OH:11])([CH3:4])([CH3:2])[CH3:3]. The yield is 0.800. (8) The reactants are [CH:1]([C:3]1[S:7][C:6]([NH:8][CH2:9][CH2:10][CH2:11][NH:12]C(=O)OC(C)(C)C)=[N:5][CH:4]=1)=[O:2].Cl.C(OCC)C. The product is [NH2:12][CH2:11][CH2:10][CH2:9][NH:8][C:6]1[S:7][C:3]([CH:1]=[O:2])=[CH:4][N:5]=1. The yield is 0.980. The catalyst is C(Cl)Cl. (9) The reactants are Cl[CH2:2][C:3]1[CH:13]=[CH:12][C:6]2[O:7][C:8]([F:11])([F:10])[O:9][C:5]=2[CH:4]=1.[C-:14]#[N:15].[Na+].O.CC(OC)(C)C. The catalyst is CS(C)=O. The product is [F:10][C:8]1([F:11])[O:7][C:6]2[CH:12]=[CH:13][C:3]([CH2:2][C:14]#[N:15])=[CH:4][C:5]=2[O:9]1. The yield is 0.950. (10) The reactants are [Cl:1][C:2]1[CH:7]=[CH:6][C:5]([C:8]2[O:9][C:10]3[CH:16]=[CH:15][C:14]([C:17]4[CH:18]=[CH:19][C:20]([NH2:23])=[N:21][CH:22]=4)=[CH:13][C:11]=3[N:12]=2)=[CH:4][CH:3]=1.[C:24](Cl)(=[O:26])[CH3:25].O. The catalyst is N1C=CC=CC=1. The product is [Cl:1][C:2]1[CH:3]=[CH:4][C:5]([C:8]2[O:9][C:10]3[CH:16]=[CH:15][C:14]([C:17]4[CH:18]=[CH:19][C:20]([NH:23][C:24](=[O:26])[CH3:25])=[N:21][CH:22]=4)=[CH:13][C:11]=3[N:12]=2)=[CH:6][CH:7]=1. The yield is 0.410.